From a dataset of Reaction yield outcomes from USPTO patents with 853,638 reactions. Predict the reaction yield, written as a fraction of the theoretical maximum amount of product (1.0 means a 100% yield; for example, 0.34 means a 34% yield). (1) The reactants are [C:1]([O:5][C:6]([N:8]1[CH2:15][CH:14]2[C:10]([C:27]3[CH:32]=[CH:31][CH:30]=[CH:29][CH:28]=3)([N:11]([C:16](=[S:26])[NH:17][C:18](=[O:25])[C:19]3[CH:24]=[CH:23][CH:22]=[CH:21][CH:20]=3)[O:12][CH2:13]2)[CH2:9]1)=[O:7])([CH3:4])([CH3:3])[CH3:2]. The catalyst is [Zn].C(O)(=O)C. The product is [C:18]([NH:17][C:16]([NH:11][C@:10]1([C:27]2[CH:28]=[CH:29][CH:30]=[CH:31][CH:32]=2)[C@H:14]([CH2:13][OH:12])[CH2:15][N:8]([C:6]([O:5][C:1]([CH3:4])([CH3:3])[CH3:2])=[O:7])[CH2:9]1)=[S:26])(=[O:25])[C:19]1[CH:20]=[CH:21][CH:22]=[CH:23][CH:24]=1. The yield is 0.700. (2) The yield is 0.110. No catalyst specified. The reactants are [Cl:1][C:2]1[NH:7][C:6](=[O:8])[C:5]([F:9])=[CH:4][N:3]=1.[Br:10][C:11]1[CH:18]=[CH:17][CH:16]=[CH:15][C:12]=1[CH2:13]Br. The product is [Br:10][C:11]1[CH:18]=[CH:17][CH:16]=[CH:15][C:12]=1[CH2:13][N:7]1[C:6](=[O:8])[C:5]([F:9])=[CH:4][N:3]=[C:2]1[Cl:1].